From a dataset of NCI-60 drug combinations with 297,098 pairs across 59 cell lines. Regression. Given two drug SMILES strings and cell line genomic features, predict the synergy score measuring deviation from expected non-interaction effect. (1) Drug 1: CC(C)(C#N)C1=CC(=CC(=C1)CN2C=NC=N2)C(C)(C)C#N. Drug 2: CC1C(C(CC(O1)OC2CC(CC3=C2C(=C4C(=C3O)C(=O)C5=CC=CC=C5C4=O)O)(C(=O)C)O)N)O. Cell line: ACHN. Synergy scores: CSS=51.5, Synergy_ZIP=0.221, Synergy_Bliss=-2.63, Synergy_Loewe=-12.1, Synergy_HSA=-2.38. (2) Cell line: HS 578T. Drug 1: CS(=O)(=O)C1=CC(=C(C=C1)C(=O)NC2=CC(=C(C=C2)Cl)C3=CC=CC=N3)Cl. Drug 2: CC1CCC2CC(C(=CC=CC=CC(CC(C(=O)C(C(C(=CC(C(=O)CC(OC(=O)C3CCCCN3C(=O)C(=O)C1(O2)O)C(C)CC4CCC(C(C4)OC)OCCO)C)C)O)OC)C)C)C)OC. Synergy scores: CSS=22.7, Synergy_ZIP=4.32, Synergy_Bliss=5.06, Synergy_Loewe=-13.2, Synergy_HSA=-0.368. (3) Drug 1: C1=C(C(=O)NC(=O)N1)F. Drug 2: CN(CC1=CN=C2C(=N1)C(=NC(=N2)N)N)C3=CC=C(C=C3)C(=O)NC(CCC(=O)O)C(=O)O. Cell line: MDA-MB-435. Synergy scores: CSS=31.3, Synergy_ZIP=-1.26, Synergy_Bliss=-0.637, Synergy_Loewe=-1.41, Synergy_HSA=-1.17.